This data is from Catalyst prediction with 721,799 reactions and 888 catalyst types from USPTO. The task is: Predict which catalyst facilitates the given reaction. (1) The catalyst class is: 151. Product: [C:25]([C:29]1[CH:30]=[C:31]([C:2]2[N:3]=[C:4]([C:14]([O:16][CH2:17][CH3:18])=[O:15])[S:5][C:6]=2[CH2:7][CH:8]2[CH2:13][CH2:12][CH2:11][CH2:10][CH2:9]2)[CH:32]=[C:33]([C:35]2([CH3:38])[CH2:37][CH2:36]2)[CH:34]=1)([CH3:28])([CH3:26])[CH3:27]. Reactant: Br[C:2]1[N:3]=[C:4]([C:14]([O:16][CH2:17][CH3:18])=[O:15])[S:5][C:6]=1[CH2:7][CH:8]1[CH2:13][CH2:12][CH2:11][CH2:10][CH2:9]1.C([O-])([O-])=O.[K+].[K+].[C:25]([C:29]1[CH:30]=[C:31](B2OC(C)(C)C(C)(C)O2)[CH:32]=[C:33]([C:35]2([CH3:38])[CH2:37][CH2:36]2)[CH:34]=1)([CH3:28])([CH3:27])[CH3:26]. (2) Product: [Br:1][C:2]1[N:6]=[C:5]([N:8]2[CH2:9][CH2:10][CH:11]([NH:14][C:15](=[O:21])[O:16][CH2:17][CH:18]([CH3:19])[CH3:20])[CH2:12][CH2:13]2)[S:4][N:3]=1. The catalyst class is: 6. Reactant: [Br:1][C:2]1[N:6]=[C:5](Cl)[S:4][N:3]=1.[NH:8]1[CH2:13][CH2:12][CH:11]([NH:14][C:15](=[O:21])[O:16][CH2:17][CH:18]([CH3:20])[CH3:19])[CH2:10][CH2:9]1.CN(C=O)C. (3) Reactant: [NH2:1][C:2]1=[N:3][C:4](=[O:32])[NH:5]/[C:6]/1=[CH:7]\[C:8]1[CH:13]=[CH:12][C:11]([O:14][CH2:15][C:16]2[CH:21]=[CH:20][C:19]([C:22]([F:25])([F:24])[F:23])=[CH:18][C:17]=2[C:26]([F:29])([F:28])[F:27])=[C:10]([O:30][CH3:31])[CH:9]=1.[N:33]1([CH2:38][CH2:39][CH2:40]N)[CH:37]=[CH:36][N:35]=[CH:34]1. Product: [F:29][C:26]([F:27])([F:28])[C:17]1[CH:18]=[C:19]([C:22]([F:25])([F:23])[F:24])[CH:20]=[CH:21][C:16]=1[CH2:15][O:14][C:11]1[CH:12]=[CH:13][C:8](/[CH:7]=[C:6]2/[C:2]([NH:1][CH2:40][CH2:39][CH2:38][N:33]3[CH:37]=[CH:36][N:35]=[CH:34]3)=[N:3][C:4](=[O:32])[NH:5]/2)=[CH:9][C:10]=1[O:30][CH3:31]. The catalyst class is: 5. (4) The catalyst class is: 2. Reactant: [Cl:1][C:2]1[C:3]2[N:4]([C:8]([CH:11]3[CH2:14][CH2:13][CH2:12]3)=[N:9][CH:10]=2)[CH:5]=[CH:6][N:7]=1.[Br:15]Br. Product: [Br:15][C:10]1[N:9]=[C:8]([CH:11]2[CH2:14][CH2:13][CH2:12]2)[N:4]2[CH:5]=[CH:6][N:7]=[C:2]([Cl:1])[C:3]=12. (5) Reactant: [C:1]([O:5][C:6](=[O:29])[NH:7][C:8]1[S:9][C:10](Br)=[CH:11][C:12]=1[S:13](=[O:27])(=[O:26])[N:14]([CH2:16][CH:17]([C:19]1[CH:24]=[CH:23][C:22]([F:25])=[CH:21][CH:20]=1)[OH:18])[CH3:15])([CH3:4])([CH3:3])[CH3:2].C([Sn](CCCC)(CCCC)[C:35]([O:37]CC)=[CH2:36])CCC.[F-].[Cs+].C(OCC)(=O)C. Product: [C:1]([O:5][C:6](=[O:29])[NH:7][C:8]1[S:9][C:10]([C:35](=[O:37])[CH3:36])=[CH:11][C:12]=1[S:13](=[O:27])(=[O:26])[N:14]([CH2:16][CH:17]([C:19]1[CH:24]=[CH:23][C:22]([F:25])=[CH:21][CH:20]=1)[OH:18])[CH3:15])([CH3:4])([CH3:3])[CH3:2]. The catalyst class is: 77. (6) The catalyst class is: 7. Product: [CH:1]1([CH2:4][N:5]([C:14]2[C:15]([CH2:23][CH3:24])=[N:16][N:17]3[CH:22]=[CH:21][CH:20]=[CH:19][C:18]=23)[CH2:6][CH:8]2[CH2:13][CH2:12][O:11][CH2:10][CH2:9]2)[CH2:3][CH2:2]1. Reactant: [CH:1]1([CH2:4][N:5]([C:14]2[C:15]([CH2:23][CH3:24])=[N:16][N:17]3[CH:22]=[CH:21][CH:20]=[CH:19][C:18]=23)[C:6]([CH:8]2[CH2:13][CH2:12][O:11][CH2:10][CH2:9]2)=O)[CH2:3][CH2:2]1.O.Cl. (7) Reactant: [Br:1][C:2]1[C:3]([OH:11])=[N:4][CH:5]=[C:6]([CH:10]=1)[C:7]([OH:9])=O.CN([C:15]([O:19][N:20]1N=NC2C=CC=N[C:21]1=2)=[N+](C)C)C.F[P-](F)(F)(F)(F)F.Cl.CONC.CCN(C(C)C)C(C)C. Product: [Br:1][C:2]1[C:3]([OH:11])=[N:4][CH:5]=[C:6]([CH:10]=1)[C:7]([N:20]([O:19][CH3:15])[CH3:21])=[O:9]. The catalyst class is: 31.